From a dataset of Catalyst prediction with 721,799 reactions and 888 catalyst types from USPTO. Predict which catalyst facilitates the given reaction. (1) Reactant: F[B-](F)(F)F.N1(OC(N(C)C)=[N+](C)C)C2C=CC=CC=2N=N1.[Cl:23][C:24]1[CH:28]=[N:27][N:26]([CH3:29])[C:25]=1[C:30]([OH:32])=O.[C:33]1([C:39]2[N:40]=[C:41]3[CH:46]=[C:45]([NH2:47])[CH:44]=[CH:43][N:42]3[CH:48]=2)[CH:38]=[CH:37][CH:36]=[CH:35][CH:34]=1. Product: [C:33]1([C:39]2[N:40]=[C:41]3[CH:46]=[C:45]([NH:47][C:30]([C:25]4[N:26]([CH3:29])[N:27]=[CH:28][C:24]=4[Cl:23])=[O:32])[CH:44]=[CH:43][N:42]3[CH:48]=2)[CH:34]=[CH:35][CH:36]=[CH:37][CH:38]=1. The catalyst class is: 39. (2) Reactant: [OH:1][C:2]1[C:19]([OH:20])=[CH:18][C:5]2[S:6][C:7]([C:10]([N:12]3[CH2:17][CH2:16][O:15][CH2:14][CH2:13]3)=[O:11])=[C:8]([CH3:9])[C:4]=2[CH:3]=1.[N+:21]([O-])([OH:23])=[O:22]. Product: [OH:1][C:2]1[C:19]([OH:20])=[C:18]([N+:21]([O-:23])=[O:22])[C:5]2[S:6][C:7]([C:10]([N:12]3[CH2:13][CH2:14][O:15][CH2:16][CH2:17]3)=[O:11])=[C:8]([CH3:9])[C:4]=2[CH:3]=1. The catalyst class is: 13. (3) Reactant: [NH2:1][C:2]1[CH:10]=[CH:9][CH:8]=[C:7]2[C:3]=1[C:4]([CH3:18])=[N:5][N:6]2[C:11]([O:13][C:14]([CH3:17])([CH3:16])[CH3:15])=[O:12].[F:19][C:20]([F:32])([F:31])[C:21]1[CH:30]=[CH:29][C:24]([CH2:25][N:26]=[C:27]=[O:28])=[CH:23][CH:22]=1. Product: [C:11](=[O:12])([O:13][C:14]([CH3:17])([CH3:16])[CH3:15])[NH2:6].[CH3:18][C:4]1[C:3]2[C:7](=[CH:8][CH:9]=[CH:10][C:2]=2[NH:1][C:27]([NH:26][CH2:25][C:24]2[CH:23]=[CH:22][C:21]([C:20]([F:19])([F:32])[F:31])=[CH:30][CH:29]=2)=[O:28])[NH:6][N:5]=1. The catalyst class is: 9.